From a dataset of Reaction yield outcomes from USPTO patents with 853,638 reactions. Predict the reaction yield, written as a fraction of the theoretical maximum amount of product (1.0 means a 100% yield; for example, 0.34 means a 34% yield). (1) The reactants are [Br:1][C:2]1[CH:3]=[C:4]2[C:14](=[CH:15][CH:16]=1)[O:13][C:7]1([CH2:12][CH2:11][CH2:10][O:9][CH2:8]1)[CH2:6][C:5]2=O.[CH3:18][C:19]([S:22]([NH2:24])=[O:23])([CH3:21])[CH3:20].CCOC(C)=O.C([O-])(O)=O.[Na+]. The yield is 0.970. The product is [Br:1][C:2]1[CH:3]=[C:4]2[C:14](=[CH:15][CH:16]=1)[O:13][C:7]1([CH2:12][CH2:11][CH2:10][O:9][CH2:8]1)[CH2:6][C:5]2=[N:24][S:22]([C:19]([CH3:21])([CH3:20])[CH3:18])=[O:23]. The catalyst is CN1C2C(N=C(N)NC=2NCC1CNC1C=CC(C(NC(C(O)=O)CCC(O)=O)=O)=CC=1)=O.[O-]CC.[Ti+4].[O-]CC.[O-]CC.[O-]CC. (2) The reactants are [NH2:1][C:2]1[N:7]=[CH:6][N:5]=[C:4]2[N:8]([C@@H:12]3[CH2:17][CH2:16][CH2:15][N:14]([C:18]([O:20][C:21]([CH3:24])([CH3:23])[CH3:22])=[O:19])[CH2:13]3)[N:9]=[C:10](I)[C:3]=12.[F:25][C:26]1[CH:41]=[CH:40][CH:39]=[CH:38][C:27]=1[O:28][C:29]1[CH:34]=[CH:33][C:32](B(O)O)=[CH:31][CH:30]=1.C(=O)([O-])[O-].[Na+].[Na+]. The catalyst is O1CCOCC1.O.C1C=CC([P]([Pd]([P](C2C=CC=CC=2)(C2C=CC=CC=2)C2C=CC=CC=2)([P](C2C=CC=CC=2)(C2C=CC=CC=2)C2C=CC=CC=2)[P](C2C=CC=CC=2)(C2C=CC=CC=2)C2C=CC=CC=2)(C2C=CC=CC=2)C2C=CC=CC=2)=CC=1. The product is [NH2:1][C:2]1[N:7]=[CH:6][N:5]=[C:4]2[N:8]([C@@H:12]3[CH2:17][CH2:16][CH2:15][N:14]([C:18]([O:20][C:21]([CH3:24])([CH3:23])[CH3:22])=[O:19])[CH2:13]3)[N:9]=[C:10]([C:32]3[CH:31]=[CH:30][C:29]([O:28][C:27]4[CH:38]=[CH:39][CH:40]=[CH:41][C:26]=4[F:25])=[CH:34][CH:33]=3)[C:3]=12. The yield is 0.590. (3) The reactants are [C:1]([O:5][CH2:6][CH2:7][OH:8])([CH3:4])([CH3:3])[CH3:2].[H-].[Na+].F[C:12]1[C:13]([C@@:18]23[O:36][CH2:35][O:34][C@@H:19]2[CH2:20][N:21]([C:24]([C:26]2[CH:31]=[CH:30][C:29](F)=[C:28]([Cl:33])[CH:27]=2)=[O:25])[CH2:22][CH2:23]3)=[N:14][CH:15]=[CH:16][CH:17]=1. The catalyst is CN(C=O)C. The product is [C:1]([O:5][CH2:6][CH2:7][O:8][C:12]1[C:13]([C@@:18]23[O:36][CH2:35][O:34][C@@H:19]2[CH2:20][N:21]([C:24]([C:26]2[CH:31]=[CH:30][C:29]([O:8][CH2:7][CH2:6][O:5][C:1]([CH3:4])([CH3:3])[CH3:2])=[C:28]([Cl:33])[CH:27]=2)=[O:25])[CH2:22][CH2:23]3)=[N:14][CH:15]=[CH:16][CH:17]=1)([CH3:4])([CH3:3])[CH3:2]. The yield is 0.470. (4) The reactants are [CH2:1]([N:8]1[C:16]2[C:11](=[CH:12][CH:13]=[C:14]([OH:17])[CH:15]=2)[C:10]([C:18]([NH:20][CH2:21][C:22]2[CH:27]=[CH:26][C:25]([F:28])=[C:24]([F:29])[CH:23]=2)=[O:19])=[C:9]1[CH:30]([CH3:32])[CH3:31])[C:2]1[CH:7]=[CH:6][CH:5]=[CH:4][CH:3]=1.C([O-])([O-])=O.[K+].[K+].[OH-].[Na+].I[CH:42]1[CH2:46][CH2:45][O:44][CH2:43]1. The catalyst is CN(C=O)C. The product is [CH2:1]([N:8]1[C:16]2[C:11](=[CH:12][CH:13]=[C:14]([O:17][CH:42]3[CH2:46][CH2:45][O:44][CH2:43]3)[CH:15]=2)[C:10]([C:18]([NH:20][CH2:21][C:22]2[CH:27]=[CH:26][C:25]([F:28])=[C:24]([F:29])[CH:23]=2)=[O:19])=[C:9]1[CH:30]([CH3:32])[CH3:31])[C:2]1[CH:7]=[CH:6][CH:5]=[CH:4][CH:3]=1. The yield is 0.860. (5) The reactants are [C:1](=[O:4])(O)[O-].[Na+].O.[Br:7][C:8]1[CH:13]=[CH:12][C:11]([C@@H:14]([NH2:16])[CH3:15])=[CH:10][CH:9]=1.ClC(Cl)(OC(=O)OC(Cl)(Cl)Cl)Cl. The catalyst is ClCCl. The product is [Br:7][C:8]1[CH:13]=[CH:12][C:11]([C@@H:14]([N:16]=[C:1]=[O:4])[CH3:15])=[CH:10][CH:9]=1. The yield is 0.794.